Dataset: Catalyst prediction with 721,799 reactions and 888 catalyst types from USPTO. Task: Predict which catalyst facilitates the given reaction. (1) Reactant: [Cl:1][C:2]1[CH:7]=[CH:6][C:5]([CH2:8][C:9]([O:11]C)=[O:10])=[CH:4][C:3]=1[NH:13][C:14]([NH:16][C:17]1[CH:22]=[CH:21][CH:20]=[CH:19][CH:18]=1)=[O:15].[OH-].[Na+]. Product: [Cl:1][C:2]1[CH:7]=[CH:6][C:5]([CH2:8][C:9]([OH:11])=[O:10])=[CH:4][C:3]=1[NH:13][C:14]([NH:16][C:17]1[CH:22]=[CH:21][CH:20]=[CH:19][CH:18]=1)=[O:15]. The catalyst class is: 5. (2) Reactant: [C:1]1([C:16]([OH:18])=[O:17])[C:2]([C:13]([OH:15])=[O:14])=[CH:3][C:4]([C:10]([OH:12])=[O:11])=[C:5]([C:7]([OH:9])=[O:8])[CH:6]=1.[CH:19]([O:21][CH2:22][CH2:23][CH2:24][CH3:25])=[CH2:20].P(=O)(O)(O)O. Product: [CH2:22]([O:21][CH:19]([O:8][C:7]([C:5]1[C:4]([C:10]([O:12][CH:19]([O:21][CH2:22][CH2:23][CH2:24][CH3:25])[CH3:20])=[O:11])=[CH:3][C:2]([C:13]([O:15][CH:19]([O:21][CH2:22][CH2:23][CH2:24][CH3:25])[CH3:20])=[O:14])=[C:1]([C:16]([O:18][CH:19]([O:21][CH2:22][CH2:23][CH2:24][CH3:25])[CH3:20])=[O:17])[CH:6]=1)=[O:9])[CH3:20])[CH2:23][CH2:24][CH3:25]. The catalyst class is: 311. (3) Reactant: Br[C:2]1[CH:3]=[N:4][C:5]([C:8]([O:10][CH3:11])=[O:9])=[N:6][CH:7]=1.[Cu][C:13]#[N:14]. Product: [C:13]([C:2]1[CH:3]=[N:4][C:5]([C:8]([O:10][CH3:11])=[O:9])=[N:6][CH:7]=1)#[N:14]. The catalyst class is: 44. (4) Reactant: [NH2:1][C:2]1[C:3]([C:19]#[N:20])=[C:4]([CH:16]=[CH:17][CH:18]=1)[O:5][CH2:6][C:7]([CH3:15])([CH3:14])[C:8]([NH:10][CH2:11][CH2:12][CH3:13])=[O:9].[C:21]([O:27][CH2:28][CH3:29])(=[O:26])[CH2:22][C:23]([CH3:25])=O.Cl[Sn](Cl)(Cl)Cl. Product: [CH2:28]([O:27][C:21]([C:22]1[C:23]([CH3:25])=[N:1][C:2]2[C:3]([C:19]=1[NH2:20])=[C:4]([O:5][CH2:6][C:7]([CH3:15])([CH3:14])[C:8](=[O:9])[NH:10][CH2:11][CH2:12][CH3:13])[CH:16]=[CH:17][CH:18]=2)=[O:26])[CH3:29]. The catalyst class is: 11. (5) Reactant: Br[C:2]1[C:3](=O)[O:4][CH:5]([C:8]2[CH:13]=[CH:12][CH:11]=[CH:10][CH:9]=2)[C:6]=1[Br:7].[NH2:15][NH2:16].O. Product: [Br:7][C:6]1[C:5]([C:8]2[CH:13]=[CH:12][CH:11]=[CH:10][CH:9]=2)=[N:16][NH:15][C:3](=[O:4])[CH:2]=1. The catalyst class is: 14. (6) Reactant: [Br:1][C:2]1[C:7]([O:8][CH2:9][CH3:10])=[CH:6][C:5]([CH2:11][OH:12])=[CH:4][C:3]=1[O:13][CH2:14][CH3:15]. Product: [Br:1][C:2]1[C:7]([O:8][CH2:9][CH3:10])=[CH:6][C:5]([CH:11]=[O:12])=[CH:4][C:3]=1[O:13][CH2:14][CH3:15]. The catalyst class is: 327. (7) Reactant: [C:1]([Si:5]([CH3:26])([CH3:25])[O:6][C@@H:7]1[CH2:11][C:10](=[O:12])[C:9]([CH2:13]/[CH:14]=[CH:15]\[CH2:16][CH2:17][CH2:18][C:19]([O:21][CH:22]([CH3:24])[CH3:23])=[O:20])=[CH:8]1)([CH3:4])([CH3:3])[CH3:2].[C:27]1(/[CH:33]=[CH:34]/B(O)O)[CH:32]=[CH:31][CH:30]=[CH:29][CH:28]=1.CC([O-])(C)C.[K+]. Product: [C:1]([Si:5]([CH3:25])([CH3:26])[O:6][C@@H:7]1[CH2:11][C:10](=[O:12])[CH:9]([CH2:13]/[CH:14]=[CH:15]\[CH2:16][CH2:17][CH2:18][C:19]([O:21][CH:22]([CH3:23])[CH3:24])=[O:20])[C@H:8]1[CH:34]=[CH:33][C:27]1[CH:32]=[CH:31][CH:30]=[CH:29][CH:28]=1)([CH3:3])([CH3:4])[CH3:2]. The catalyst class is: 12. (8) Reactant: [Cl:1][C:2]1[CH:3]=[C:4]2[C:8](=[CH:9][CH:10]=1)[N:7]([CH2:11][CH:12]([CH3:14])[CH3:13])[CH:6]=[C:5]2[C:15]1[S:16][CH:17]=[C:18]([C:20]([O:22]CC)=[O:21])[N:19]=1.[OH-].[Na+].Cl. Product: [Cl:1][C:2]1[CH:3]=[C:4]2[C:8](=[CH:9][CH:10]=1)[N:7]([CH2:11][CH:12]([CH3:14])[CH3:13])[CH:6]=[C:5]2[C:15]1[S:16][CH:17]=[C:18]([C:20]([OH:22])=[O:21])[N:19]=1. The catalyst class is: 14. (9) Reactant: NC1[S:3][C:4]2[CH:10]=[C:9]([Cl:11])[CH:8]=[CH:7][C:5]=2[N:6]=1.[OH-].[Na+].Cl. Product: [NH2:6][C:5]1[CH:7]=[CH:8][C:9]([Cl:11])=[CH:10][C:4]=1[SH:3]. The catalyst class is: 6.